This data is from Forward reaction prediction with 1.9M reactions from USPTO patents (1976-2016). The task is: Predict the product of the given reaction. (1) Given the reactants [C:1]([NH:5][C:6]1[C:15]2[C:10](=[C:11]([NH2:16])[CH:12]=[CH:13][CH:14]=2)[N:9]=[CH:8][N:7]=1)([CH3:4])([CH3:3])[CH3:2].[Cl:17][C:18]1[C:23]([C:24](O)=[O:25])=[C:22]([F:27])[C:21]([CH2:28][NH:29][C:30](=[O:34])[CH:31]([CH3:33])[CH3:32])=[CH:20][CH:19]=1.S(Cl)(Cl)=O.CCN(C(C)C)C(C)C, predict the reaction product. The product is: [C:1]([NH:5][C:6]1[C:15]2[C:10](=[C:11]([NH:16][C:24](=[O:25])[C:23]3[C:18]([Cl:17])=[CH:19][CH:20]=[C:21]([CH2:28][NH:29][C:30](=[O:34])[CH:31]([CH3:32])[CH3:33])[C:22]=3[F:27])[CH:12]=[CH:13][CH:14]=2)[N:9]=[CH:8][N:7]=1)([CH3:4])([CH3:2])[CH3:3]. (2) Given the reactants [CH3:1][N:2]([CH2:13][C:14]1[N:18]([CH2:19][C@H:20]2[CH2:25][CH2:24][CH2:23][NH:22][CH2:21]2)[C:17]2[CH:26]=[CH:27][CH:28]=[CH:29][C:16]=2[N:15]=1)[C@H:3]1[C:12]2[N:11]=[CH:10][CH:9]=[CH:8][C:7]=2[CH2:6][CH2:5][CH2:4]1.[CH3:30][C:31]([O:34][C:35](=[O:72])[NH:36]/[C:37](/NCCCN1C2C=CC=CC=2N=C1CN(C)C1C2N=CC=CC=2CCC1)=[N:38]/[C:39](=[O:45])[O:40][C:41]([CH3:44])([CH3:43])[CH3:42])([CH3:33])[CH3:32], predict the reaction product. The product is: [CH3:1][N:2]([CH2:13][C:14]1[N:18]([CH2:19][C@H:20]2[CH2:25][CH2:24][CH2:23][N:22](/[C:37](/[NH:38][C:39](=[O:45])[O:40][C:41]([CH3:44])([CH3:43])[CH3:42])=[N:36]/[C:35](=[O:72])[O:34][C:31]([CH3:33])([CH3:32])[CH3:30])[CH2:21]2)[C:17]2[CH:26]=[CH:27][CH:28]=[CH:29][C:16]=2[N:15]=1)[C@H:3]1[C:12]2[N:11]=[CH:10][CH:9]=[CH:8][C:7]=2[CH2:6][CH2:5][CH2:4]1. (3) Given the reactants Cl.[O:2]=[C:3]([C:14]1[CH:19]=[CH:18][CH:17]=[CH:16][CH:15]=1)[CH2:4][C:5](SC1C=CC=CC=1)=[NH:6].[CH2:20]([O:25][C:26]1[CH:32]=[CH:31][C:29]([NH2:30])=[CH:28][CH:27]=1)[CH2:21][CH2:22][CH2:23][CH3:24], predict the reaction product. The product is: [O:2]=[C:3]([C:14]1[CH:15]=[CH:16][CH:17]=[CH:18][CH:19]=1)[CH2:4][C:5](=[NH:6])[NH:30][C:29]1[CH:28]=[CH:27][C:26]([O:25][CH2:20][CH2:21][CH2:22][CH2:23][CH3:24])=[CH:32][CH:31]=1. (4) Given the reactants [Cl:1][C:2]1[CH:10]=[C:9]([I:11])[CH:8]=[CH:7][C:3]=1[C:4]([OH:6])=O.S(Cl)(Cl)=O.[N:16]1[CH:21]=[CH:20][CH:19]=CC=1.C1(N)CC1, predict the reaction product. The product is: [Cl:1][C:2]1[CH:10]=[C:9]([I:11])[CH:8]=[CH:7][C:3]=1[C:4]([NH:16][CH:21]1[CH2:19][CH2:20]1)=[O:6]. (5) Given the reactants [F:1][C:2]([F:20])([F:19])[C:3]1[C:4]([NH2:18])=[N:5][CH:6]=[C:7]([C:9]2[S:13][C:12]3=[N:14][CH:15]=[C:16](I)[N:11]3[N:10]=2)[CH:8]=1.[F:21][C:22]1[CH:27]=[CH:26][C:25](B(O)O)=[CH:24][N:23]=1.C([O-])([O-])=O.[Na+].[Na+], predict the reaction product. The product is: [F:21][C:22]1[N:23]=[CH:24][C:25]([C:16]2[N:11]3[C:12]([S:13][C:9]([C:7]4[CH:8]=[C:3]([C:2]([F:20])([F:19])[F:1])[C:4]([NH2:18])=[N:5][CH:6]=4)=[N:10]3)=[N:14][CH:15]=2)=[CH:26][CH:27]=1. (6) Given the reactants [C:1]([OH:20])(=[O:19])[CH2:2][CH2:3][CH2:4][CH2:5][CH2:6][CH2:7][CH2:8][CH2:9][CH2:10][CH2:11][CH2:12][CH2:13][CH2:14][CH2:15][CH2:16][CH2:17][CH3:18].[OH-].[Na+].O.O.O.O.O.O.[Cl-].[Sr+2:30].[Cl-], predict the reaction product. The product is: [C:1]([O-:20])(=[O:19])[CH2:2][CH2:3][CH2:4][CH2:5][CH2:6][CH2:7][CH2:8][CH2:9][CH2:10][CH2:11][CH2:12][CH2:13][CH2:14][CH2:15][CH2:16][CH2:17][CH3:18].[Sr+2:30].[C:1]([O-:20])(=[O:19])[CH2:2][CH2:3][CH2:4][CH2:5][CH2:6][CH2:7][CH2:8][CH2:9][CH2:10][CH2:11][CH2:12][CH2:13][CH2:14][CH2:15][CH2:16][CH2:17][CH3:18].